This data is from Forward reaction prediction with 1.9M reactions from USPTO patents (1976-2016). The task is: Predict the product of the given reaction. (1) Given the reactants [NH2:1][C@@H:2]([C:10]([OH:12])=[O:11])[CH2:3][C:4]1[CH:9]=[CH:8][CH:7]=[CH:6][CH:5]=1.C(=O)(O)[O-].[Na+].[Cl:18][C:19]1[CH:24]=[CH:23][C:22]([S:25](Cl)(=[O:27])=[O:26])=[CH:21][CH:20]=1, predict the reaction product. The product is: [Cl:18][C:19]1[CH:24]=[CH:23][C:22]([S:25]([NH:1][C@@H:2]([C:10]([OH:12])=[O:11])[CH2:3][C:4]2[CH:9]=[CH:8][CH:7]=[CH:6][CH:5]=2)(=[O:27])=[O:26])=[CH:21][CH:20]=1. (2) Given the reactants [Cl:1][C:2]1[CH:7]=[CH:6][C:5]([O:8][C:9]2[CH:14]=[CH:13][CH:12]=[CH:11][CH:10]=2)=[C:4]([N+:15]([O-])=O)[CH:3]=1.Cl[Sn]Cl, predict the reaction product. The product is: [Cl:1][C:2]1[CH:7]=[CH:6][C:5]([O:8][C:9]2[CH:14]=[CH:13][CH:12]=[CH:11][CH:10]=2)=[C:4]([NH2:15])[CH:3]=1.